From a dataset of Forward reaction prediction with 1.9M reactions from USPTO patents (1976-2016). Predict the product of the given reaction. (1) Given the reactants B(Cl)(Cl)Cl.C[O:6][C:7]1[CH:8]=[C:9]([N:15]([CH2:26][CH2:27][CH2:28][CH2:29][CH2:30][CH2:31][CH3:32])[S:16]([C:19]2[CH:24]=[CH:23][C:22]([CH3:25])=[CH:21][CH:20]=2)(=[O:18])=[O:17])[CH:10]=[C:11]([O:13]C)[CH:12]=1, predict the reaction product. The product is: [OH:6][C:7]1[CH:8]=[C:9]([N:15]([CH2:26][CH2:27][CH2:28][CH2:29][CH2:30][CH2:31][CH3:32])[S:16]([C:19]2[CH:24]=[CH:23][C:22]([CH3:25])=[CH:21][CH:20]=2)(=[O:18])=[O:17])[CH:10]=[C:11]([OH:13])[CH:12]=1. (2) Given the reactants [O:1]=[C:2]1[C:11]2[CH:10]=[C:9]([C:12]([O:14][CH3:15])=[O:13])[CH:8]=[CH:7][C:6]=2[CH2:5][CH2:4][CH2:3]1.[BH4-].[Na+].Cl, predict the reaction product. The product is: [OH:1][CH:2]1[C:11]2[CH:10]=[C:9]([C:12]([O:14][CH3:15])=[O:13])[CH:8]=[CH:7][C:6]=2[CH2:5][CH2:4][CH2:3]1. (3) Given the reactants [F:1][C:2]1[CH:7]=[CH:6][C:5]([C:8]2[C:16]3[C:11](=[CH:12][CH:13]=[C:14]([NH:17][S:18]([C:21]4[CH:26]=[CH:25][CH:24]=[CH:23][C:22]=4C)(=[O:20])=[O:19])[CH:15]=3)[NH:10][N:9]=2)=[CH:4][CH:3]=1.NC1C=C2C(=CC=1)NN=C2C1C=CC(F)=CC=1.N1C=CC=CC=1.[CH3:51][S:52](C1C=CC=C[C:51]=1[S:52](Cl)(=[O:54])=[O:53])(=[O:54])=[O:53], predict the reaction product. The product is: [F:1][C:2]1[CH:7]=[CH:6][C:5]([C:8]2[C:16]3[C:11](=[CH:12][CH:13]=[C:14]([NH:17][S:18]([C:21]4[CH:26]=[CH:25][CH:24]=[CH:23][C:22]=4[S:52]([CH3:51])(=[O:54])=[O:53])(=[O:20])=[O:19])[CH:15]=3)[NH:10][N:9]=2)=[CH:4][CH:3]=1. (4) Given the reactants [F:1][CH:2]([C:7]([O-:9])=O)[C:3]([O:5]C)=O.C[O-].[Na+].[CH3:13][O:14][C:15]1[CH:20]=[CH:19][C:18]([C@@H:21]([N:23]2[CH2:28][CH2:27][C@@H:26]([C:29]([F:32])([F:31])[F:30])[N:25]=[C:24]2[NH2:33])[CH3:22])=[CH:17][CH:16]=1.Cl, predict the reaction product. The product is: [F:1][C:2]1[C:3](=[O:5])[N:25]2[C@@H:26]([C:29]([F:32])([F:30])[F:31])[CH2:27][CH2:28][N:23]([C@H:21]([C:18]3[CH:17]=[CH:16][C:15]([O:14][CH3:13])=[CH:20][CH:19]=3)[CH3:22])[C:24]2=[N:33][C:7]=1[OH:9]. (5) Given the reactants Br[C:2]1[CH:7]=[CH:6][C:5]([CH3:8])=[CH:4][N:3]=1.[NH2:9][C:10]1[CH:15]=[C:14]([CH:16]2[CH2:21][CH2:20][N:19]([C:22]([O:24]C(C)(C)C)=O)[CH2:18][CH2:17]2)[CH:13]=[CH:12][N:11]=1.CC(C)([O-])C.[Na+].[C:35]1(P(C2C=CC=CC=2)C2C3OC4C(=CC=CC=4P(C4C=CC=CC=4)C4C=CC=CC=4)C(C)(C)C=3C=CC=2)[CH:40]=[CH:39][CH:38]=[CH:37][CH:36]=1.C1(C(O)=O)CCCCC1.C(N(CC)CC)C, predict the reaction product. The product is: [CH:35]1([C:22]([N:19]2[CH2:18][CH2:17][CH:16]([C:14]3[CH:13]=[CH:12][N:11]=[C:10]([NH:9][C:2]4[CH:7]=[CH:6][C:5]([CH3:8])=[CH:4][N:3]=4)[CH:15]=3)[CH2:21][CH2:20]2)=[O:24])[CH2:40][CH2:39][CH2:38][CH2:37][CH2:36]1. (6) Given the reactants C[O:2][C:3](=[O:25])[C:4]1[CH:9]=[CH:8][C:7]([O:10][CH2:11][C:12]2[C:13]([C:18]3[CH:23]=[CH:22][C:21]([Cl:24])=[CH:20][CH:19]=3)=[N:14][O:15][C:16]=2[CH3:17])=[N:6][CH:5]=1.COC(=O)C1C=CC(OCC2C(C3C=CC=C(F)C=3)=NOC=2C)=NC=1, predict the reaction product. The product is: [Cl:24][C:21]1[CH:20]=[CH:19][C:18]([C:13]2[C:12]([CH2:11][O:10][C:7]3[CH:8]=[CH:9][C:4]([C:3]([OH:25])=[O:2])=[CH:5][N:6]=3)=[C:16]([CH3:17])[O:15][N:14]=2)=[CH:23][CH:22]=1. (7) Given the reactants [Cl:1][C:2]1[CH:7]=[CH:6][C:5]([S:8]([N:11]([CH2:22][C:23]2[CH:31]=[CH:30][C:26]([C:27]([OH:29])=O)=[CH:25][C:24]=2[F:32])[C@@H:12]2[CH2:18][C:17]([F:20])([F:19])[CH2:16][CH2:15][NH:14][C:13]2=[O:21])(=[O:10])=[O:9])=[CH:4][CH:3]=1.[B-](F)(F)(F)F.CN(C(ON1C(=O)C=CC=C1)=[N+](C)C)C.CCN(C(C)C)C(C)C.Cl.[NH2:63][N:64]1[CH2:68][CH2:67][CH2:66][CH2:65]1, predict the reaction product. The product is: [Cl:1][C:2]1[CH:7]=[CH:6][C:5]([S:8]([N:11]([CH2:22][C:23]2[CH:31]=[CH:30][C:26]([C:27]([NH:63][N:64]3[CH2:68][CH2:67][CH2:66][CH2:65]3)=[O:29])=[CH:25][C:24]=2[F:32])[C@@H:12]2[CH2:18][C:17]([F:20])([F:19])[CH2:16][CH2:15][NH:14][C:13]2=[O:21])(=[O:9])=[O:10])=[CH:4][CH:3]=1. (8) Given the reactants [CH3:1][O:2][C:3]1[C:11]([CH3:12])=[C:10]2[C:6]([C:7](=[O:13])[O:8][CH2:9]2)=[C:5]([O:14][CH2:15][CH2:16][Si:17]([CH3:20])([CH3:19])[CH3:18])[C:4]=1[CH2:21][CH:22]=[C:23]([CH3:26])[CH:24]=[O:25].[Li+].[BH4-], predict the reaction product. The product is: [OH:25][CH2:24][C:23]([CH3:26])=[CH:22][CH2:21][C:4]1[C:5]([O:14][CH2:15][CH2:16][Si:17]([CH3:18])([CH3:20])[CH3:19])=[C:6]2[C:10]([CH2:9][O:8][C:7]2=[O:13])=[C:11]([CH3:12])[C:3]=1[O:2][CH3:1]. (9) Given the reactants [N:1]1([C:7]2[S:11][C:10]([CH:12]=[O:13])=[CH:9][CH:8]=2)[CH2:6][CH2:5][NH:4][CH2:3][CH2:2]1.[CH3:14][C:15]([O:18][C:19](O[C:19]([O:18][C:15]([CH3:17])([CH3:16])[CH3:14])=[O:20])=[O:20])([CH3:17])[CH3:16], predict the reaction product. The product is: [CH:12]([C:10]1[S:11][C:7]([N:1]2[CH2:2][CH2:3][N:4]([C:19]([O:18][C:15]([CH3:17])([CH3:16])[CH3:14])=[O:20])[CH2:5][CH2:6]2)=[CH:8][CH:9]=1)=[O:13].